This data is from Catalyst prediction with 721,799 reactions and 888 catalyst types from USPTO. The task is: Predict which catalyst facilitates the given reaction. (1) The catalyst class is: 26. Reactant: [O:1]1[C:10]2[C:5](=[N:6][CH:7]=[CH:8][CH:9]=2)[C:4](=O)[CH2:3][CH2:2]1.[CH3:12][NH2:13].C(O)(=O)C.C(O[BH-](OC(=O)C)OC(=O)C)(=O)C.[Na+]. Product: [CH3:12][NH:13][CH:4]1[C:5]2=[N:6][CH:7]=[CH:8][CH:9]=[C:10]2[O:1][CH2:2][CH2:3]1. (2) Reactant: CCN(C(C)C)C(C)C.[C:10]1([C:19]2[CH:24]=[CH:23][CH:22]=[CH:21][CH:20]=2)[CH:15]=[CH:14][C:13]([C:16]([OH:18])=O)=[CH:12][CH:11]=1.C1C=CC2N(O)N=NC=2C=1.CCN=C=NCCCN(C)C.Cl.Cl.[CH2:48]([O:50][C:51](=[O:54])[CH2:52][NH2:53])[CH3:49]. Product: [CH2:48]([O:50][C:51](=[O:54])[CH2:52][NH:53][C:16]([C:13]1[CH:12]=[CH:11][C:10]([C:19]2[CH:24]=[CH:23][CH:22]=[CH:21][CH:20]=2)=[CH:15][CH:14]=1)=[O:18])[CH3:49]. The catalyst class is: 18.